Dataset: NCI-60 drug combinations with 297,098 pairs across 59 cell lines. Task: Regression. Given two drug SMILES strings and cell line genomic features, predict the synergy score measuring deviation from expected non-interaction effect. Drug 1: CCC1=C2CN3C(=CC4=C(C3=O)COC(=O)C4(CC)O)C2=NC5=C1C=C(C=C5)O. Drug 2: C1C(C(OC1N2C=NC(=NC2=O)N)CO)O. Cell line: COLO 205. Synergy scores: CSS=41.5, Synergy_ZIP=-2.93, Synergy_Bliss=-1.43, Synergy_Loewe=-25.1, Synergy_HSA=4.70.